Dataset: Forward reaction prediction with 1.9M reactions from USPTO patents (1976-2016). Task: Predict the product of the given reaction. Given the reactants Cl[C:2]1[N:7]=[C:6]([NH:8][C:9]2[CH:17]=[C:16]3[C:12]([CH:13]=[CH:14][NH:15]3)=[CH:11][CH:10]=2)[CH:5]=[N:4][CH:3]=1.[N:18]1[CH:23]=[CH:22][C:21](B(O)O)=[CH:20][CH:19]=1.C(=O)([O-])[O-].[Na+].[Na+], predict the reaction product. The product is: [N:18]1[CH:23]=[CH:22][C:21]([C:2]2[N:7]=[C:6]([NH:8][C:9]3[CH:17]=[C:16]4[C:12]([CH:13]=[CH:14][NH:15]4)=[CH:11][CH:10]=3)[CH:5]=[N:4][CH:3]=2)=[CH:20][CH:19]=1.